From a dataset of Retrosynthesis with 50K atom-mapped reactions and 10 reaction types from USPTO. Predict the reactants needed to synthesize the given product. (1) Given the product CC(=O)c1cccnc1NC(=O)C(C)(C)C, predict the reactants needed to synthesize it. The reactants are: CC(=O)c1cccnc1N.CC(C)(C)C(=O)Cl. (2) Given the product O=C(N[C@@H]1C(=O)Nc2ccccc2S[C@H]1c1cc(F)ccc1F)OCc1ccccc1, predict the reactants needed to synthesize it. The reactants are: COC(=O)[C@@H](NC(=O)OCc1ccccc1)C(Sc1ccccc1N)c1cc(F)ccc1F. (3) Given the product CCCCCCCCC(C#N)(COS(C)(=O)=O)c1ccc(Cl)cc1Cl, predict the reactants needed to synthesize it. The reactants are: CCCCCCCCC(C#N)(CO)c1ccc(Cl)cc1Cl.CS(=O)(=O)Cl. (4) Given the product C=C[C@H]1CNCC[C@H]1CC(=O)N(C)OC, predict the reactants needed to synthesize it. The reactants are: C=C[C@H]1CN(C(=O)OC(C)(C)C)CC[C@H]1CC(=O)N(C)OC. (5) Given the product COC(=O)c1ccc(C2(NC(=O)[C@H]3CCCCN3Cc3ccc(C#N)cc3)CC2)cc1, predict the reactants needed to synthesize it. The reactants are: COC(=O)c1ccc(C2(NC(=O)[C@H]3CCCCN3)CC2)cc1.N#Cc1ccc(CBr)cc1.